The task is: Predict the product of the given reaction.. This data is from Forward reaction prediction with 1.9M reactions from USPTO patents (1976-2016). (1) Given the reactants Cl[C:2]1[N:7]=[C:6]([Cl:8])[N:5]=[C:4]([N:9]2[CH2:14][CH2:13][O:12][CH2:11][CH2:10]2)[N:3]=1.[CH3:15][N:16]1[CH2:21][CH2:20][NH:19][CH2:18][CH2:17]1, predict the reaction product. The product is: [Cl:8][C:6]1[N:7]=[C:2]([N:19]2[CH2:20][CH2:21][N:16]([CH3:15])[CH2:17][CH2:18]2)[N:3]=[C:4]([N:9]2[CH2:14][CH2:13][O:12][CH2:11][CH2:10]2)[N:5]=1. (2) The product is: [OH:1][C:2]([C:36]1[S:37][CH:38]=[CH:39][CH:40]=1)([C:41]1[S:42][CH:43]=[CH:44][CH:45]=1)[C:3]([O:5][C@H:6]1[CH2:11][CH2:10][C@H:9]([N:12]([CH2:14][CH2:15][CH2:16][C:17]2[C:25]3[C:20](=[CH:21][CH:22]=[CH:23][CH:24]=3)[N:19]([CH2:26][CH2:27][OH:28])[CH:18]=2)[CH3:13])[CH2:8][CH2:7]1)=[O:4]. Given the reactants [OH:1][C:2]([C:41]1[S:42][CH:43]=[CH:44][CH:45]=1)([C:36]1[S:37][CH:38]=[CH:39][CH:40]=1)[C:3]([O:5][C@H:6]1[CH2:11][CH2:10][C@H:9]([N:12]([CH2:14][CH2:15][CH2:16][C:17]2[C:25]3[C:20](=[CH:21][CH:22]=[CH:23][CH:24]=3)[N:19]([CH2:26][CH2:27][O:28][Si](C(C)(C)C)(C)C)[CH:18]=2)[CH3:13])[CH2:8][CH2:7]1)=[O:4].Cl.C(OCC)(=O)C, predict the reaction product. (3) Given the reactants Cl[C:2]1[N:10]=[CH:9][N:8]=[C:7]2[C:3]=1[NH:4][CH:5]=[N:6]2.CO.[CH3:13][NH2:14], predict the reaction product. The product is: [CH3:13][NH:14][C:2]1[N:10]=[CH:9][N:8]=[C:7]2[C:3]=1[N:4]=[CH:5][NH:6]2. (4) Given the reactants [H-].[Na+].[CH3:3][O:4][C:5](=[O:17])[CH2:6][C:7]1[CH:16]=[CH:15][C:10]([C:11]([O:13][CH3:14])=[O:12])=[CH:9][CH:8]=1.[CH2:18](Br)[C:19]#[CH:20].C(O)(=O)C, predict the reaction product. The product is: [CH3:3][O:4][C:5](=[O:17])[CH:6]([CH2:20][C:19]#[CH:18])[C:7]1[CH:16]=[CH:15][C:10]([C:11]([O:13][CH3:14])=[O:12])=[CH:9][CH:8]=1. (5) The product is: [ClH:1].[Cl:1][C:2]1[CH:3]=[CH:4][C:5]([CH2:8][CH2:9][NH:10][C:11](=[O:34])[CH2:12][CH2:13][CH2:14][C:15]([NH:17][CH:18]2[CH2:19][CH2:20][C:21]([CH2:27][C:28]3[CH:29]=[CH:30][CH:31]=[CH:32][CH:33]=3)([N:24]([CH3:26])[CH3:25])[CH2:22][CH2:23]2)=[O:16])=[CH:6][CH:7]=1. Given the reactants [Cl:1][C:2]1[CH:7]=[CH:6][C:5]([CH2:8][CH2:9][NH:10][C:11](=[O:34])[CH2:12][CH2:13][CH2:14][C:15]([NH:17][CH:18]2[CH2:23][CH2:22][C:21]([CH2:27][C:28]3[CH:33]=[CH:32][CH:31]=[CH:30][CH:29]=3)([N:24]([CH3:26])[CH3:25])[CH2:20][CH2:19]2)=[O:16])=[CH:4][CH:3]=1.Cl.Cl[Si](C)(C)C.C(OC(C)C)(C)C, predict the reaction product. (6) Given the reactants CC(C)(OC([N:7]1[CH2:12][CH2:11][N:10]2[CH:13]=[C:14]([C:16]3[CH:21]=[CH:20][CH:19]=[CH:18][C:17]=3[O:22][CH3:23])[N:15]=[C:9]2[CH:8]1[CH2:24][CH2:25][S:26][C:27]([C:40]1[CH:45]=[CH:44][CH:43]=[CH:42][CH:41]=1)([C:34]1[CH:39]=[CH:38][CH:37]=[CH:36][CH:35]=1)[C:28]1[CH:33]=[CH:32][CH:31]=[CH:30][CH:29]=1)=O)C.C([O-])(O)=O.[Na+], predict the reaction product. The product is: [CH3:23][O:22][C:17]1[CH:18]=[CH:19][CH:20]=[CH:21][C:16]=1[C:14]1[N:15]=[C:9]2[CH:8]([CH2:24][CH2:25][S:26][C:27]([C:40]3[CH:41]=[CH:42][CH:43]=[CH:44][CH:45]=3)([C:34]3[CH:35]=[CH:36][CH:37]=[CH:38][CH:39]=3)[C:28]3[CH:33]=[CH:32][CH:31]=[CH:30][CH:29]=3)[NH:7][CH2:12][CH2:11][N:10]2[CH:13]=1. (7) Given the reactants FC(F)(F)C(O)=O.FC(F)(F)C(O)=O.[NH2:15][CH2:16][CH2:17][N:18]1[CH2:23][CH2:22][N:21]([C:24]2[C:25]3[S:32][C:31]([C:33]([NH2:35])=[O:34])=[CH:30][C:26]=3[N:27]=[CH:28][N:29]=2)[CH2:20][CH2:19]1.[C:36]([O:40][C:41]([NH:43][CH2:44][CH2:45][NH:46][C:47]([C:49]1[CH:50]=[C:51]([CH:55]=[CH:56][CH:57]=1)[C:52](O)=[O:53])=[O:48])=[O:42])([CH3:39])([CH3:38])[CH3:37].CN(C(ON1N=NC2C=CC=NC1=2)=[N+](C)C)C.F[P-](F)(F)(F)(F)F, predict the reaction product. The product is: [C:33]([C:31]1[S:32][C:25]2[C:24]([N:21]3[CH2:22][CH2:23][N:18]([CH2:17][CH2:16][NH:15][C:52]([C:51]4[CH:50]=[C:49]([CH:57]=[CH:56][CH:55]=4)[C:47]([NH:46][CH2:45][CH2:44][NH:43][C:41](=[O:42])[O:40][C:36]([CH3:37])([CH3:38])[CH3:39])=[O:48])=[O:53])[CH2:19][CH2:20]3)=[N:29][CH:28]=[N:27][C:26]=2[CH:30]=1)(=[O:34])[NH2:35]. (8) Given the reactants [H-].[Na+].[NH:3]1[C:11]2[C:6](=[CH:7][CH:8]=[CH:9][CH:10]=2)[C:5]2([C:23]3[C:14](=[CH:15][C:16]4[O:21][CH2:20][CH2:19][O:18][C:17]=4[CH:22]=3)[O:13][CH2:12]2)[C:4]1=[O:24].[CH2:25]([N:32]1[CH2:37][CH2:36][O:35][CH:34]([CH2:38]Cl)[CH2:33]1)[C:26]1[CH:31]=[CH:30][CH:29]=[CH:28][CH:27]=1.[I-].[K+], predict the reaction product. The product is: [CH2:25]([N:32]1[CH2:37][CH2:36][O:35][CH:34]([CH2:38][N:3]2[C:11]3[C:6](=[CH:7][CH:8]=[CH:9][CH:10]=3)[C:5]3([C:23]4[C:14](=[CH:15][C:16]5[O:21][CH2:20][CH2:19][O:18][C:17]=5[CH:22]=4)[O:13][CH2:12]3)[C:4]2=[O:24])[CH2:33]1)[C:26]1[CH:27]=[CH:28][CH:29]=[CH:30][CH:31]=1. (9) Given the reactants Br[C:2]1[CH:3]=[N:4][CH:5]=[C:6]2[C:11]=1[N:10]=[C:9]([C:12]([NH:14][CH2:15][C:16]([F:19])([F:18])[F:17])=[O:13])[CH:8]=[CH:7]2.[F:20][C:21]1[CH:26]=[CH:25][CH:24]=[CH:23][C:22]=1B(O)O.C(=O)([O-])[O-].[Cs+].[Cs+], predict the reaction product. The product is: [F:20][C:21]1[CH:26]=[CH:25][CH:24]=[CH:23][C:22]=1[C:2]1[CH:3]=[N:4][CH:5]=[C:6]2[C:11]=1[N:10]=[C:9]([C:12]([NH:14][CH2:15][C:16]([F:19])([F:18])[F:17])=[O:13])[CH:8]=[CH:7]2. (10) Given the reactants [CH3:1][C:2]([O:4][C:5]1[CH:6]=[C:7]([C:14]([F:17])([F:16])[F:15])[CH:8]=[CH:9][C:10]=1[C:11]([OH:13])=[O:12])=[O:3].[CH3:18][C:19]12[CH2:28][C:23]3([NH2:29])[CH2:24][CH:25]([CH2:27][C:21]([CH3:30])([CH2:22]3)[CH2:20]1)[CH2:26]2, predict the reaction product. The product is: [CH3:30][C:21]12[CH2:22][C:23]3([NH2:29])[CH2:24][CH:25]([CH2:26][C:19]([CH3:18])([CH2:28]3)[CH2:20]1)[CH2:27]2.[CH3:1][C:2]([O:4][C:5]1[CH:6]=[C:7]([C:14]([F:15])([F:16])[F:17])[CH:8]=[CH:9][C:10]=1[C:11]([OH:13])=[O:12])=[O:3].